The task is: Regression. Given a peptide amino acid sequence and an MHC pseudo amino acid sequence, predict their binding affinity value. This is MHC class I binding data.. This data is from Peptide-MHC class I binding affinity with 185,985 pairs from IEDB/IMGT. (1) The peptide sequence is RIEQLYPFA. The MHC is HLA-A02:12 with pseudo-sequence HLA-A02:12. The binding affinity (normalized) is 0.0847. (2) The peptide sequence is RVYIYYNH. The MHC is H-2-Db with pseudo-sequence H-2-Db. The binding affinity (normalized) is 0.